From a dataset of Reaction yield outcomes from USPTO patents with 853,638 reactions. Predict the reaction yield, written as a fraction of the theoretical maximum amount of product (1.0 means a 100% yield; for example, 0.34 means a 34% yield). (1) The reactants are C(OC(=O)[NH:7][CH:8]([C:17](=[O:37])[NH:18][CH2:19][CH2:20][CH2:21][N:22]1[C:31]2[CH:30]=[CH:29][CH:28]=[CH:27][C:26]=2[C:25]2=[N:32][NH:33][C:34]([CH3:35])=[C:24]2[C:23]1=[O:36])[CH2:9][C:10]1[CH:15]=[CH:14][C:13]([F:16])=[CH:12][CH:11]=1)(C)(C)C.C(O)(C(F)(F)F)=O. The catalyst is C(Cl)Cl. The product is [NH2:7][CH:8]([CH2:9][C:10]1[CH:15]=[CH:14][C:13]([F:16])=[CH:12][CH:11]=1)[C:17]([NH:18][CH2:19][CH2:20][CH2:21][N:22]1[C:31]2[CH:30]=[CH:29][CH:28]=[CH:27][C:26]=2[C:25]2=[N:32][NH:33][C:34]([CH3:35])=[C:24]2[C:23]1=[O:36])=[O:37]. The yield is 0.905. (2) The reactants are [CH2:1]([N:8]([CH2:17][C:18]1[CH:23]=[CH:22][CH:21]=[CH:20][CH:19]=1)[C:9]1[CH:14]=[C:13]([Br:15])[CH:12]=[CH:11][C:10]=1[F:16])[C:2]1[CH:7]=[CH:6][CH:5]=[CH:4][CH:3]=1.C([N-]C(C)C)(C)C.[Li+].C([Li])CCC.C(NC(C)C)(C)C.[C:44](=[O:46])=[O:45]. The catalyst is C1COCC1. The product is [Br:15][C:13]1[CH:14]=[C:9]([N:8]([CH2:1][C:2]2[CH:3]=[CH:4][CH:5]=[CH:6][CH:7]=2)[CH2:17][C:18]2[CH:23]=[CH:22][CH:21]=[CH:20][CH:19]=2)[C:10]([F:16])=[C:11]([CH:12]=1)[C:44]([OH:46])=[O:45]. The yield is 0.400. (3) The reactants are C1(C(N2C3C(=CC(C4C=CC=CC=4)=CC=3)CCC2CN2CCN(C3C=CC=C4C=3C=CN4)CC2)=O)CCCCC1.Br[C:42]1[CH:43]=[C:44]2[C:49](=[CH:50][CH:51]=1)[N:48]([C:52]([CH:54]1[CH2:59][CH2:58][CH2:57][CH2:56][CH2:55]1)=[O:53])[CH:47]([CH2:60][N:61]1[CH2:66][CH2:65][N:64]([C:67]3[CH:72]=[CH:71][C:70]([F:73])=[CH:69][C:68]=3[O:74][CH3:75])[CH2:63][CH2:62]1)[CH2:46][CH2:45]2.[C:76]([C:79]1[S:83][C:82](B(O)O)=[CH:81][CH:80]=1)(=[O:78])[CH3:77]. No catalyst specified. The product is [C:76]([C:79]1[S:83][C:82]([C:42]2[CH:43]=[C:44]3[C:49](=[CH:50][CH:51]=2)[N:48]([C:52]([CH:54]2[CH2:59][CH2:58][CH2:57][CH2:56][CH2:55]2)=[O:53])[CH:47]([CH2:60][N:61]2[CH2:66][CH2:65][N:64]([C:67]4[CH:72]=[CH:71][C:70]([F:73])=[CH:69][C:68]=4[O:74][CH3:75])[CH2:63][CH2:62]2)[CH2:46][CH2:45]3)=[CH:81][CH:80]=1)(=[O:78])[CH3:77]. The yield is 0.480. (4) The reactants are N[C:2]1[CH:7]=[CH:6][C:5]([CH:8]([CH3:13])[C:9]([O:11][CH3:12])=[O:10])=[C:4]([F:14])[CH:3]=1.C(OC([S-])=[S:19])C.[K+]. No catalyst specified. The product is [F:14][C:4]1[CH:3]=[C:2]([SH:19])[CH:7]=[CH:6][C:5]=1[CH:8]([CH3:13])[C:9]([O:11][CH3:12])=[O:10]. The yield is 0.920. (5) The product is [C:18]1([N:14]2[C:15]3[C:11](=[CH:10][C:9]([OH:8])=[CH:17][CH:16]=3)[CH:12]=[CH:13]2)[CH:23]=[CH:22][CH:21]=[CH:20][CH:19]=1. The reactants are C([O:8][C:9]1[CH:10]=[C:11]2[C:15](=[CH:16][CH:17]=1)[N:14]([C:18]1[CH:23]=[CH:22][CH:21]=[CH:20][CH:19]=1)[CH:13]=[CH:12]2)C1C=CC=CC=1. The yield is 1.00. The catalyst is CCO.[Pd].